Dataset: Reaction yield outcomes from USPTO patents with 853,638 reactions. Task: Predict the reaction yield, written as a fraction of the theoretical maximum amount of product (1.0 means a 100% yield; for example, 0.34 means a 34% yield). (1) The reactants are C([N:8]1[CH2:14][CH2:13][C:12]2[C:15](Cl)=[N:16][C:17]([CH2:19][C:20]3[CH:25]=[CH:24][C:23]([CH3:26])=[CH:22][CH:21]=3)=[N:18][C:11]=2[CH2:10][CH2:9]1)C1C=CC=CC=1.C([O-])=O.[NH4+]. The catalyst is [Pd].C(O)C. The product is [CH3:26][C:23]1[CH:22]=[CH:21][C:20]([CH2:19][C:17]2[N:16]=[CH:15][C:12]3[CH2:13][CH2:14][NH:8][CH2:9][CH2:10][C:11]=3[N:18]=2)=[CH:25][CH:24]=1. The yield is 0.850. (2) The reactants are [NH2:1][C:2]1[N:7]=[C:6]([N:8]2[CH2:13][CH2:12][N:11](C(OC(C)(C)C)=O)[CH2:10][CH2:9]2)[C:5]([NH2:21])=[C:4]([SH:22])[N:3]=1.[C:23](Cl)(=O)[CH2:24][CH2:25][CH2:26][CH2:27][CH3:28]. No catalyst specified. The product is [CH2:24]([C:23]1[S:22][C:4]2[N:3]=[C:2]([NH2:1])[N:7]=[C:6]([N:8]3[CH2:9][CH2:10][NH:11][CH2:12][CH2:13]3)[C:5]=2[N:21]=1)[CH2:25][CH2:26][CH2:27][CH3:28]. The yield is 0.670. (3) The yield is 0.320. The reactants are [C:1]1([CH3:10])[CH:6]=[CH:5][CH:4]=[C:3]([CH2:7][CH2:8][NH2:9])[CH:2]=1.[F:11][C:12]1[CH:19]=[CH:18][C:15]([CH:16]=O)=[CH:14][CH:13]=1. The product is [F:11][C:12]1[CH:19]=[CH:18][C:15]([CH:16]2[C:4]3[C:3](=[CH:2][C:1]([CH3:10])=[CH:6][CH:5]=3)[CH2:7][CH2:8][NH:9]2)=[CH:14][CH:13]=1. The catalyst is CCO.